This data is from Full USPTO retrosynthesis dataset with 1.9M reactions from patents (1976-2016). The task is: Predict the reactants needed to synthesize the given product. The reactants are: S(=O)(=O)(O)O.[Br:6][C:7]1[CH:21]=[CH:20][C:10]([O:11][CH2:12][C:13]2([C:17]([OH:19])=O)[CH2:16][CH2:15][CH2:14]2)=[CH:9][CH:8]=1. Given the product [Br:6][C:7]1[CH:8]=[C:9]2[C:10](=[CH:20][CH:21]=1)[O:11][CH2:12][C:13]1([CH2:14][CH2:15][CH2:16]1)[C:17]2=[O:19], predict the reactants needed to synthesize it.